This data is from Forward reaction prediction with 1.9M reactions from USPTO patents (1976-2016). The task is: Predict the product of the given reaction. (1) Given the reactants [CH2:1]([C:3]1([CH2:15][CH3:16])[O:7][C@H:6]2[CH:8](OC)[O:9][C@H:10]([CH2:11]I)[C@H:5]2[O:4]1)[CH3:2], predict the reaction product. The product is: [CH2:15]([C:3]1([CH2:1][CH3:2])[O:7][C@@H:6]([CH:8]=[O:9])[C@@H:5]([CH:10]=[CH2:11])[O:4]1)[CH3:16]. (2) Given the reactants CO[C:3](=[O:17])[C:4]([CH3:16])([CH3:15])[C@:5]([NH2:14])([C:7]1[CH:12]=[CH:11][CH:10]=[CH:9][C:8]=1[F:13])[CH3:6].[CH3:18][NH:19][C:20]([NH:22][C:23](=[O:29])[O:24][C:25]([CH3:28])([CH3:27])[CH3:26])=S, predict the reaction product. The product is: [C:25]([O:24][C:23](=[O:29])[NH:22][C:20]1[N:19]([CH3:18])[C:3](=[O:17])[C:4]([CH3:15])([CH3:16])[C@:5]([C:7]2[CH:12]=[CH:11][CH:10]=[CH:9][C:8]=2[F:13])([CH3:6])[N:14]=1)([CH3:28])([CH3:27])[CH3:26]. (3) Given the reactants [Cl:1][C:2]1[CH:3]=[CH:4][C:5]2[N:6]([C:8](I)=[CH:9][N:10]=2)[N:7]=1.[CH:12](N(C(C)C)CC)([CH3:14])[CH3:13].C#CC.O, predict the reaction product. The product is: [Cl:1][C:2]1[CH:3]=[CH:4][C:5]2[N:6]([C:8]([C:13]#[C:12][CH3:14])=[CH:9][N:10]=2)[N:7]=1. (4) Given the reactants [Cl-].[Al+3].[Cl-].[Cl-].[Cl:5][CH2:6][CH2:7][C:8](Cl)=[O:9].[F:11][C:12]1[CH:17]=[CH:16][CH:15]=[C:14]([F:18])[CH:13]=1, predict the reaction product. The product is: [Cl:5][CH2:6][CH2:7][C:8]([C:15]1[CH:16]=[CH:17][C:12]([F:11])=[CH:13][C:14]=1[F:18])=[O:9].